Predict the product of the given reaction. From a dataset of Forward reaction prediction with 1.9M reactions from USPTO patents (1976-2016). (1) The product is: [CH3:1][C:2]1[CH:3]=[C:4]([CH:7]=[C:8]([CH3:10])[CH:9]=1)[C:5]([Cl:11])=[O:6]. Given the reactants [CH3:1][C:2]1[CH:3]=[C:4]([CH:7]=[C:8]([CH3:10])[CH:9]=1)[CH:5]=[O:6].[Cl:11]C1C=CC=CC=1Cl, predict the reaction product. (2) Given the reactants [F:1][C:2]1[CH:3]=[C:4]([CH2:8][NH:9][C:10]([C:12]2[C:13](=[O:31])[N:14]([CH2:27][CH2:28][O:29]C)[C:15]3[C:20]([C:21]=2[CH3:22])=[CH:19][CH:18]=[C:17]([C:23]([F:26])([F:25])[F:24])[CH:16]=3)=[O:11])[CH:5]=[CH:6][CH:7]=1.BrB(Br)Br.CCOC(C)=O.CCCCCC, predict the reaction product. The product is: [F:1][C:2]1[CH:3]=[C:4]([CH2:8][NH:9][C:10]([C:12]2[C:13](=[O:31])[N:14]([CH2:27][CH2:28][OH:29])[C:15]3[C:20]([C:21]=2[CH3:22])=[CH:19][CH:18]=[C:17]([C:23]([F:25])([F:26])[F:24])[CH:16]=3)=[O:11])[CH:5]=[CH:6][CH:7]=1.